Predict the reaction yield, written as a fraction of the theoretical maximum amount of product (1.0 means a 100% yield; for example, 0.34 means a 34% yield). From a dataset of Reaction yield outcomes from USPTO patents with 853,638 reactions. (1) The yield is 0.870. The product is [Br:12][C:4]1[CH:3]=[C:2]([F:1])[C:11]2[O:10][CH2:9][CH2:8][O:7][C:6]=2[CH:5]=1. The catalyst is CO. The reactants are [F:1][C:2]1[C:11]2[O:10][CH2:9][CH2:8][O:7][C:6]=2[CH:5]=[CH:4][CH:3]=1.[Br:12]N1C(=O)CCC1=O. (2) The reactants are C(OC(=O)C)(=O)C.[CH:8]([OH:10])=O.[NH2:11][C:12]1[CH:17]=[CH:16][C:15]([C:18]#[C:19][C:20]2[N:21]([CH2:33][CH3:34])[C:22]3[C:27]([C:28]=2[C:29]#[N:30])=[CH:26][CH:25]=[C:24]([O:31][CH3:32])[CH:23]=3)=[CH:14][CH:13]=1.C(OC=O)(=O)C. The yield is 0.960. The catalyst is C1COCC1. The product is [C:29]([C:28]1[C:27]2[C:22](=[CH:23][C:24]([O:31][CH3:32])=[CH:25][CH:26]=2)[N:21]([CH2:33][CH3:34])[C:20]=1[C:19]#[C:18][C:15]1[CH:16]=[CH:17][C:12]([NH:11][CH:8]=[O:10])=[CH:13][CH:14]=1)#[N:30]. (3) The reactants are [CH2:1]([C:8]1[S:12][C:11]([NH2:13])=[N:10][C:9]=1[C:14]1[CH:19]=[CH:18][C:17]([O:20][CH3:21])=[CH:16][CH:15]=1)[C:2]1[CH:7]=[CH:6][CH:5]=[CH:4][CH:3]=1.C(N([CH2:27][CH3:28])CC)C.[C:29]1([CH3:39])[CH:34]=[CH:33][C:32]([S:35](Cl)(=[O:37])=[O:36])=[CH:31][CH:30]=1. The catalyst is C1COCC1. The product is [CH2:1]([C:8]1[S:12][C:11]([N:13]([S:35]([C:32]2[CH:33]=[CH:34][C:27]([CH3:28])=[CH:30][CH:31]=2)(=[O:37])=[O:36])[S:35]([C:32]2[CH:33]=[CH:34][C:29]([CH3:39])=[CH:30][CH:31]=2)(=[O:37])=[O:36])=[N:10][C:9]=1[C:14]1[CH:15]=[CH:16][C:17]([O:20][CH3:21])=[CH:18][CH:19]=1)[C:2]1[CH:3]=[CH:4][CH:5]=[CH:6][CH:7]=1. The yield is 0.510. (4) The reactants are Br[CH2:2][C:3]1[C:8]2[N:9]=[CH:10][S:11][C:7]=2[CH:6]=[CH:5][CH:4]=1.[N-:12]=[N+:13]=[N-:14].[Na+].CCOCC. The catalyst is CN(C=O)C. The product is [N:12]([CH2:2][C:3]1[C:8]2[N:9]=[CH:10][S:11][C:7]=2[CH:6]=[CH:5][CH:4]=1)=[N+:13]=[N-:14]. The yield is 0.910.